Dataset: Reaction yield outcomes from USPTO patents with 853,638 reactions. Task: Predict the reaction yield, written as a fraction of the theoretical maximum amount of product (1.0 means a 100% yield; for example, 0.34 means a 34% yield). (1) The reactants are C(N(CC)CC)C.CC(C)(C)C(Cl)=O.[C:15]([OH:23])(=O)[CH:16]=[CH:17][CH2:18][CH2:19][CH2:20][CH3:21].[CH2:24]1[O:29][C:27](=[O:28])[NH:26][CH:25]1[CH2:30][C:31]1[CH:36]=[CH:35][CH:34]=[CH:33][CH:32]=1.[Li]CCCC. The catalyst is C1COCC1.CCOC(C)=O.CCCCCC. The product is [CH2:30]([C@@H:25]1[CH2:24][O:29][C:27](=[O:28])[N:26]1[C:15](=[O:23])/[CH:16]=[CH:17]/[CH2:18][CH2:19][CH2:20][CH3:21])[C:31]1[CH:32]=[CH:33][CH:34]=[CH:35][CH:36]=1. The yield is 0.928. (2) The reactants are CC1(C)[O:7][CH2:6][C:5]([NH:27]C(=O)OC(C)(C)C)([CH2:8][N:9]2[C:18]3[C:13](=[CH:14][C:15]([CH2:19][CH2:20][CH2:21][CH2:22][CH2:23][CH2:24][CH2:25][CH3:26])=[CH:16][CH:17]=3)[CH2:12][CH2:11][CH2:10]2)[CH2:4][O:3]1.CC1(C)OCC(NC(=O)OC(C)(C)C)(CN2CC3C(=CC=C(CCCCCCCC)C=3)C2)CO1. No catalyst specified. The product is [NH2:27][C:5]([CH2:8][N:9]1[C:18]2[C:13](=[CH:14][C:15]([CH2:19][CH2:20][CH2:21][CH2:22][CH2:23][CH2:24][CH2:25][CH3:26])=[CH:16][CH:17]=2)[CH2:12][CH2:11][CH2:10]1)([CH2:6][OH:7])[CH2:4][OH:3]. The yield is 0.360. (3) The reactants are II.[BH4-].[Na+].C[Si](Cl)(C)C.[C:10]([O:13][CH:14]1[CH:19]([O:20][C:21](=[O:23])[CH3:22])[CH:18]([O:24][C:25](=[O:27])[CH3:26])[CH:17]([CH2:28][O:29][C:30](=[O:32])[CH3:31])[O:16][CH:15]1[O:33][C:34]1[CH:38]=[CH:37][S:36][C:35]=1[C:39](=O)[C:40]1[CH:45]=[CH:44][C:43]([O:46][CH3:47])=[CH:42][CH:41]=1)(=[O:12])[CH3:11]. The catalyst is ClCCl.O.C(#N)C. The product is [C:10]([O:13][CH:14]1[CH:19]([O:20][C:21](=[O:23])[CH3:22])[CH:18]([O:24][C:25](=[O:27])[CH3:26])[CH:17]([CH2:28][O:29][C:30](=[O:32])[CH3:31])[O:16][CH:15]1[O:33][C:34]1[CH:38]=[CH:37][S:36][C:35]=1[CH2:39][C:40]1[CH:41]=[CH:42][C:43]([O:46][CH3:47])=[CH:44][CH:45]=1)(=[O:12])[CH3:11]. The yield is 0.830.